The task is: Predict which catalyst facilitates the given reaction.. This data is from Catalyst prediction with 721,799 reactions and 888 catalyst types from USPTO. (1) Reactant: [O:1]=[C:2]1[C:10]2[C:5](=[CH:6][CH:7]=[CH:8][CH:9]=2)[C:4](=[O:11])[N:3]1[CH2:12][CH2:13][N:14]1[C:23]2[C:18](=[N:19][CH:20]=[C:21]([CH2:24][C:25]3[CH:30]=[CH:29][C:28]([F:31])=[CH:27][CH:26]=3)[CH:22]=2)[C:17]([OH:32])=[C:16]([C:33](OCC)=[O:34])[C:15]1=[O:38].[O:39]1[CH2:43][CH2:42][CH2:41][CH:40]1[CH2:44][NH2:45]. Product: [O:1]=[C:2]1[C:10]2[C:5](=[CH:6][CH:7]=[CH:8][CH:9]=2)[C:4](=[O:11])[N:3]1[CH2:12][CH2:13][N:14]1[C:23]2[C:18](=[N:19][CH:20]=[C:21]([CH2:24][C:25]3[CH:26]=[CH:27][C:28]([F:31])=[CH:29][CH:30]=3)[CH:22]=2)[C:17]([OH:32])=[C:16]([C:33]([NH:45][CH2:44][CH:40]2[CH2:41][CH2:42][CH2:43][O:39]2)=[O:34])[C:15]1=[O:38]. The catalyst class is: 14. (2) Reactant: [CH3:1][N:2]1[C:14]2[C:13]3[N:12]=[C:11](S(C)(=O)=O)[N:10]=[CH:9][C:8]=3[CH2:7][CH2:6][C:5]=2[C:4]([C:19]([NH2:21])=[O:20])=[N:3]1.[CH:22]1([NH2:28])[CH2:27][CH2:26][CH2:25][CH2:24][CH2:23]1. Product: [CH:22]1([NH:28][C:11]2[N:10]=[CH:9][C:8]3[CH:7]=[CH:6][C:5]4[C:4]([C:19]([NH2:21])=[O:20])=[N:3][N:2]([CH3:1])[C:14]=4[C:13]=3[N:12]=2)[CH2:27][CH2:26][CH2:25][CH2:24][CH2:23]1.[CH:22]1([NH:28][C:11]2[N:10]=[CH:9][C:8]3[CH2:7][CH2:6][C:5]4[C:4]([C:19]([NH2:21])=[O:20])=[N:3][N:2]([CH3:1])[C:14]=4[C:13]=3[N:12]=2)[CH2:27][CH2:26][CH2:25][CH2:24][CH2:23]1. The catalyst class is: 16. (3) Reactant: O[CH:2]=[C:3]1[C:11]2[C:6](=[CH:7][C:8]([C:12]([C:14]3[CH:15]=[C:16]([NH:20][C:21]([C:23]4[N:24]([CH3:29])[N:25]=[C:26]([CH3:28])[CH:27]=4)=[O:22])[CH:17]=[CH:18][CH:19]=3)=[O:13])=[CH:9][CH:10]=2)[NH:5][C:4]1=[O:30].[CH3:31][N:32]([CH3:44])[CH2:33][CH:34]([NH:36][C:37]1[CH:42]=[CH:41][C:40]([NH2:43])=[CH:39][CH:38]=1)[CH3:35]. Product: [CH3:44][N:32]([CH3:31])[CH2:33][CH:34]([NH:36][C:37]1[CH:38]=[CH:39][C:40]([NH:43][CH:2]=[C:3]2[C:11]3[C:6](=[CH:7][C:8]([C:12]([C:14]4[CH:15]=[C:16]([NH:20][C:21]([C:23]5[N:24]([CH3:29])[N:25]=[C:26]([CH3:28])[CH:27]=5)=[O:22])[CH:17]=[CH:18][CH:19]=4)=[O:13])=[CH:9][CH:10]=3)[NH:5][C:4]2=[O:30])=[CH:41][CH:42]=1)[CH3:35]. The catalyst class is: 1. (4) Reactant: [C:1]([O:9][CH3:10])(=[O:8])[CH2:2][CH2:3][C:4]([O:6][CH3:7])=[O:5].C[O-].[Na+].CO.[CH:16](=O)[C:17]1[CH:22]=[CH:21][CH:20]=[C:19]([O:23][CH3:24])[CH:18]=1.S(=O)(=O)(O)O. Product: [CH3:24][O:23][C:19]1[CH:18]=[C:17]([CH:22]=[CH:21][CH:20]=1)/[CH:16]=[C:3](\[CH2:2][C:1]([O:9][CH3:10])=[O:8])/[C:4]([O:6][CH3:7])=[O:5]. The catalyst class is: 5.